From a dataset of Catalyst prediction with 721,799 reactions and 888 catalyst types from USPTO. Predict which catalyst facilitates the given reaction. (1) Reactant: [C:1]([O:4][C:5](=[O:7])[CH3:6])(=O)[CH3:2].[NH2:8][C:9]([NH:11][C:12]1[NH:13][C:14]2[C:19]([C:20]=1[C:21]([NH2:23])=[O:22])=[CH:18][CH:17]=[C:16]([C:24]1[CH:29]=C[CH:27]=[C:26](CO)[CH:25]=1)[CH:15]=2)=[O:10]. Product: [C:5]([O:4][CH2:1][C:2]1[CH:29]=[C:24]([C:16]2[CH:15]=[C:14]3[C:19]([C:20]([C:21]([NH2:23])=[O:22])=[C:12]([NH:11][C:9]([NH2:8])=[O:10])[NH:13]3)=[CH:18][CH:17]=2)[CH:25]=[CH:26][CH:27]=1)(=[O:7])[CH3:6]. The catalyst class is: 17. (2) Reactant: [CH2:1]([OH:17])[CH2:2][CH2:3][CH2:4][CH2:5][CH2:6][CH2:7][CH2:8][CH2:9][CH2:10][CH2:11][CH2:12][CH2:13][CH2:14][CH2:15][CH3:16].[CH2:18]1[CH:22]([CH2:23][CH2:24][CH2:25][CH2:26][C:27](N)=[O:28])SS[CH2:19]1. Product: [C:27]([O:17][CH2:1][CH2:2][CH2:3][CH2:4][CH2:5][CH2:6][CH2:7][CH2:8][CH2:9][CH2:10][CH2:11][CH2:12][CH2:13][CH2:14][CH2:15][CH3:16])(=[O:28])[CH2:26][CH2:25][CH2:24][CH2:23][CH2:22][CH2:18][CH2:19][CH2:1]/[CH:2]=[CH:3]\[CH2:4][CH2:5][CH3:6]. The catalyst class is: 81. (3) Product: [Li+:42].[Cl:1][C:2]1[CH:3]=[C:4]([C:12]2[O:16][N:15]=[C:14]([C:17]3[CH:26]=[CH:25][CH:24]=[C:23]4[C:18]=3[CH:19]=[CH:20][N:21]=[C:22]4[CH2:27][CH2:28][C:29]([O-:31])=[O:30])[N:13]=2)[CH:5]=[CH:6][C:7]=1[O:8][CH:9]([CH3:11])[CH3:10]. Reactant: [Cl:1][C:2]1[CH:3]=[C:4]([C:12]2[O:16][N:15]=[C:14]([C:17]3[CH:26]=[CH:25][CH:24]=[C:23]4[C:18]=3[CH:19]=[CH:20][N:21]=[C:22]4[CH2:27][CH2:28][C:29]([O:31]CC)=[O:30])[N:13]=2)[CH:5]=[CH:6][C:7]=1[O:8][CH:9]([CH3:11])[CH3:10].O1CCCC1.CO.[OH-].[Li+:42]. The catalyst class is: 6.